This data is from Forward reaction prediction with 1.9M reactions from USPTO patents (1976-2016). The task is: Predict the product of the given reaction. (1) Given the reactants [NH:1]1[CH2:6][CH2:5][CH2:4][C@@H:3]([CH2:7][NH:8][C:9](=[O:15])[O:10][C:11]([CH3:14])([CH3:13])[CH3:12])[CH2:2]1.[CH3:16]N(C[C@H]1CCCN1)C(=O)OC(C)(C)C, predict the reaction product. The product is: [CH3:16][N:8]([CH2:7][C@@H:3]1[CH2:4][CH2:5][CH2:6][NH:1][CH2:2]1)[C:9](=[O:15])[O:10][C:11]([CH3:12])([CH3:14])[CH3:13]. (2) Given the reactants [N:1]1([CH2:7][CH2:8][OH:9])[CH2:6][CH2:5][NH:4][CH2:3][CH2:2]1.[CH3:10][Si:11]([CH3:30])([CH2:24][CH2:25][Si:26]([CH3:29])([CH3:28])[CH3:27])[O:12][Si:13]([CH3:23])([CH3:22])[CH2:14][CH2:15][CH2:16][O:17][CH2:18][CH:19]1[CH2:21][O:20]1, predict the reaction product. The product is: [OH:9][CH2:8][CH2:7][N:1]1[CH2:6][CH2:5][N:4]([CH2:21][CH:19]([OH:20])[CH2:18][O:17][CH2:16][CH2:15][CH2:14][Si:13]([CH3:22])([CH3:23])[O:12][Si:11]([CH3:30])([CH3:10])[CH2:24][CH2:25][Si:26]([CH3:29])([CH3:28])[CH3:27])[CH2:3][CH2:2]1. (3) Given the reactants [Cl:1][C:2]1[CH:10]=[CH:9][CH:8]=[C:7]2[C:3]=1[C:4](=O)[NH:5][C:6]2=O.B.C1COCC1.CO.Cl, predict the reaction product. The product is: [Cl:1][C:2]1[CH:10]=[CH:9][CH:8]=[C:7]2[C:3]=1[CH2:4][NH:5][CH2:6]2. (4) Given the reactants [OH:1][CH2:2][CH2:3][NH2:4].Cl.Cl[CH2:7][C:8]1([NH2:13])[CH2:12][CH2:11][CH2:10][CH2:9]1.[CH3:14][C:15]1[CH:20]=[C:19]([N+:21]([O-:23])=[O:22])[CH:18]=[CH:17][C:16]=1[N:24]=[C:25]=[S:26].S1CCNC1.Br[CH2:33][CH2:34][CH:35]1[O:40][CH2:39][CH2:38][CH2:37][O:36]1, predict the reaction product. The product is: [OH:1][CH2:2][C:3]1([NH2:4])[CH2:10][CH2:9][CH2:8][CH2:7]1.[CH3:14][C:15]1[CH:20]=[C:19]([N+:21]([O-:23])=[O:22])[CH:18]=[CH:17][C:16]=1[N:24]=[C:25]1[S:26][CH2:7][C:8]2([CH2:12][CH2:11][CH2:10][CH2:9]2)[N:13]1[CH2:33][CH2:34][CH:35]1[O:40][CH2:39][CH2:38][CH2:37][O:36]1. (5) Given the reactants [Cl:1][C:2]1[CH:7]=[C:6]([C:8]([F:11])([F:10])[F:9])[CH:5]=[C:4]([F:12])[C:3]=1[O:13][C:14]1[CH:18]=[C:17]([CH3:19])[N:16](C(OC(C)(C)C)=O)[N:15]=1, predict the reaction product. The product is: [Cl:1][C:2]1[CH:7]=[C:6]([C:8]([F:11])([F:9])[F:10])[CH:5]=[C:4]([F:12])[C:3]=1[O:13][C:14]1[CH:18]=[C:17]([CH3:19])[NH:16][N:15]=1.